From a dataset of Reaction yield outcomes from USPTO patents with 853,638 reactions. Predict the reaction yield, written as a fraction of the theoretical maximum amount of product (1.0 means a 100% yield; for example, 0.34 means a 34% yield). (1) The reactants are [Cl:1][C:2]1[C:7](Cl)=[N:6][CH:5]=[CH:4][N:3]=1.O.[NH2:10][NH2:11]. The catalyst is CCO. The product is [Cl:1][C:2]1[C:7]([NH:10][NH2:11])=[N:6][CH:5]=[CH:4][N:3]=1. The yield is 0.900. (2) The reactants are [Cl:1][C:2]1[CH:3]=[C:4]([CH:9]=[CH:10][C:11]=1[O:12][CH:13]([CH3:15])[CH3:14])/[C:5](=[N:7]/[OH:8])/[NH2:6].[NH2:16][C:17]1[CH:25]=[CH:24][C:20]([C:21](O)=O)=[C:19]([Cl:26])[CH:18]=1.C1CCC(N=C=NC2CCCCC2)CC1.C1C=CC2N(O)N=NC=2C=1.CCN(C(C)C)C(C)C. The catalyst is CC(=O)OCC.C(#N)C. The product is [Cl:26][C:19]1[CH:18]=[C:17]([CH:25]=[CH:24][C:20]=1[C:21]1[O:8][N:7]=[C:5]([C:4]2[CH:9]=[CH:10][C:11]([O:12][CH:13]([CH3:15])[CH3:14])=[C:2]([Cl:1])[CH:3]=2)[N:6]=1)[NH2:16]. The yield is 0.671.